From a dataset of Forward reaction prediction with 1.9M reactions from USPTO patents (1976-2016). Predict the product of the given reaction. (1) The product is: [C:7]1([C:1]2[CH:2]=[CH:3][CH:4]=[CH:5][CH:6]=2)[CH:8]=[CH:9][C:10]([O:13][CH2:24][C:22]2[N:23]=[C:19]([C:17]([OH:18])=[O:16])[S:20][CH:21]=2)=[CH:11][CH:12]=1. Given the reactants [C:1]1([C:7]2[CH:12]=[CH:11][C:10]([OH:13])=[CH:9][CH:8]=2)[CH:6]=[CH:5][CH:4]=[CH:3][CH:2]=1.C([O:16][C:17]([C:19]1[S:20][CH:21]=[C:22]([CH2:24]Cl)[N:23]=1)=[O:18])C, predict the reaction product. (2) Given the reactants [H-].[H-].[H-].[H-].[Li+].[Al+3].C(N(CC)CC)C.[CH:14]12[CH2:23][CH:18]3[CH2:19][CH:20]([CH2:22][CH:16]([CH2:17]3)[C:15]1=O)[CH2:21]2.C(OC)(=O)C1C=CC=CC=1, predict the reaction product. The product is: [CH2:15]1[CH:16]2[CH2:17][CH:18]3[CH2:19][CH:20]([CH2:22]2)[CH2:21][CH:14]1[CH2:23]3. (3) Given the reactants [Cl:1][C:2]1[C:3]([CH2:8][NH:9][CH:10]=O)=[N:4][CH:5]=[CH:6][CH:7]=1.O=P(Cl)(Cl)Cl, predict the reaction product. The product is: [Cl:1][C:2]1[C:3]2[N:4]([CH:10]=[N:9][CH:8]=2)[CH:5]=[CH:6][CH:7]=1. (4) Given the reactants C[O:2][C:3](=[O:21])[C:4]1[CH:9]=[CH:8][C:7]([C:10]2[CH:20]=[C:13]3[N:14]=[C:15]([CH3:19])[CH:16]=[C:17](Cl)[N:12]3[N:11]=2)=[CH:6][CH:5]=1.[NH:22]1[CH2:26][CH2:25][CH2:24][CH2:23]1, predict the reaction product. The product is: [CH3:19][C:15]1[CH:16]=[C:17]([N:22]2[CH2:26][CH2:25][CH2:24][CH2:23]2)[N:12]2[N:11]=[C:10]([C:7]3[CH:8]=[CH:9][C:4]([C:3]([OH:2])=[O:21])=[CH:5][CH:6]=3)[CH:20]=[C:13]2[N:14]=1. (5) Given the reactants C(OC(=O)[NH:7][CH2:8][CH2:9][CH2:10][C:11]#[C:12][C:13]1[C:21]2[C:20]([Cl:22])=[N:19][C:18]([NH2:23])=[N:17][C:16]=2[N:15]([CH2:24][C:25]2[C:30]([CH3:31])=[C:29]([O:32][CH3:33])[C:28]([CH3:34])=[CH:27][N:26]=2)[CH:14]=1)(C)(C)C.C(O)(C(F)(F)F)=O, predict the reaction product. The product is: [NH2:7][CH2:8][CH2:9][CH2:10][C:11]#[C:12][C:13]1[C:21]2[C:20]([Cl:22])=[N:19][C:18]([NH2:23])=[N:17][C:16]=2[N:15]([CH2:24][C:25]2[C:30]([CH3:31])=[C:29]([O:32][CH3:33])[C:28]([CH3:34])=[CH:27][N:26]=2)[CH:14]=1. (6) Given the reactants [Cl:1][C:2]1[CH:7]=[CH:6][CH:5]=[CH:4][C:3]=1[CH:8]1[CH2:12][CH2:11][CH2:10][NH:9]1.[C:13]([O:17][C:18](O[C:18]([O:17][C:13]([CH3:16])([CH3:15])[CH3:14])=[O:19])=[O:19])([CH3:16])([CH3:15])[CH3:14].C([O-])(O)=O.[Na+], predict the reaction product. The product is: [C:13]([O:17][C:18]([N:9]1[CH2:10][CH2:11][CH2:12][CH:8]1[C:3]1[CH:4]=[CH:5][CH:6]=[CH:7][C:2]=1[Cl:1])=[O:19])([CH3:16])([CH3:15])[CH3:14]. (7) Given the reactants C[O:2][C:3](=[O:53])[C@@H:4]([NH:20][C:21]([C@@H:23]1[CH2:32][C:31]2[CH:30]=[C:29]3[O:33][CH2:34][C@H:35]([C:37]4[CH:42]=[CH:41][C:40]([O:43][CH2:44][C:45]5[CH:50]=[CH:49][C:48]([Cl:51])=[C:47]([Cl:52])[CH:46]=5)=[CH:39][CH:38]=4)[O:36][C:28]3=[CH:27][C:26]=2[CH2:25][NH:24]1)=[O:22])[CH2:5][C:6]1[CH:11]=[CH:10][C:9]([C:12]2[CH:17]=[CH:16][N:15]=[C:14]([CH3:18])[C:13]=2[CH3:19])=[CH:8][CH:7]=1.[CH3:54][C:55]1[O:56][CH:57]=[C:58]([C:60](Cl)=[O:61])[N:59]=1, predict the reaction product. The product is: [Cl:52][C:47]1[CH:46]=[C:45]([CH:50]=[CH:49][C:48]=1[Cl:51])[CH2:44][O:43][C:40]1[CH:39]=[CH:38][C:37]([C@H:35]2[CH2:34][O:33][C:29]3=[CH:30][C:31]4[CH2:32][C@@H:23]([C:21]([NH:20][C@@H:4]([CH2:5][C:6]5[CH:11]=[CH:10][C:9]([C:12]6[CH:17]=[CH:16][N:15]=[C:14]([CH3:18])[C:13]=6[CH3:19])=[CH:8][CH:7]=5)[C:3]([OH:53])=[O:2])=[O:22])[N:24]([C:60]([C:58]5[N:59]=[C:55]([CH3:54])[O:56][CH:57]=5)=[O:61])[CH2:25][C:26]=4[CH:27]=[C:28]3[O:36]2)=[CH:42][CH:41]=1. (8) The product is: [C:1]1([CH2:7][CH2:8][CH2:9][CH2:10][CH2:11][CH2:12][C:13]([C:15]2[NH:16][CH:17]=[N:18][N:19]=2)=[O:14])[CH:6]=[CH:5][CH:4]=[CH:3][CH:2]=1. Given the reactants [C:1]1([CH2:7][CH2:8][CH2:9][CH2:10][CH2:11][CH2:12][C:13]([C:15]2[NH:16][C:17](C(OC)=O)=[N:18][N:19]=2)=[O:14])[CH:6]=[CH:5][CH:4]=[CH:3][CH:2]=1, predict the reaction product. (9) Given the reactants Cl[C:2]1[CH:11]=[CH:10][C:9]2[C:4](=[C:5]([C:12]3[NH:20][C:19]4[CH:18]([CH2:21][CH3:22])[CH2:17][NH:16][C:15](=[O:23])[C:14]=4[CH:13]=3)[CH:6]=[CH:7][CH:8]=2)[N:3]=1.[NH2:24][C:25]1[CH:30]=[CH:29][CH:28]=[CH:27][CH:26]=1.[Li+].C[Si]([N-][Si](C)(C)C)(C)C.C(O)(C(F)(F)F)=O, predict the reaction product. The product is: [CH2:21]([CH:18]1[CH2:17][NH:16][C:15](=[O:23])[C:14]2[CH:13]=[C:12]([C:5]3[CH:6]=[CH:7][CH:8]=[C:9]4[C:4]=3[N:3]=[C:2]([NH:24][C:25]3[CH:30]=[CH:29][CH:28]=[CH:27][CH:26]=3)[CH:11]=[CH:10]4)[NH:20][C:19]1=2)[CH3:22].